From a dataset of Catalyst prediction with 721,799 reactions and 888 catalyst types from USPTO. Predict which catalyst facilitates the given reaction. (1) Reactant: [NH2:1][C:2]1[CH:7]=[CH:6][C:5]([N:8]2[CH:17]=[CH:16][C:15]3[N:14]=[C:13]([C:18]([NH2:20])=[O:19])[CH:12]=[CH:11][C:10]=3[C:9]2=[O:21])=[CH:4][CH:3]=1.Cl.Cl[CH2:24][CH2:25][NH:26][CH2:27][CH2:28]Cl.C(=O)([O-])[O-].[K+].[K+]. Product: [O:21]=[C:9]1[N:8]([C:5]2[CH:6]=[CH:7][C:2]([N:1]3[CH2:28][CH2:27][NH:26][CH2:25][CH2:24]3)=[CH:3][CH:4]=2)[CH:17]=[CH:16][C:15]2[N:14]=[C:13]([C:18]([NH2:20])=[O:19])[CH:12]=[CH:11][C:10]1=2. The catalyst class is: 51. (2) Reactant: Cl[S:2]([C:5]1[CH:6]=[C:7]([CH:11]=[CH:12][CH:13]=1)[C:8]([OH:10])=[O:9])(=[O:4])=[O:3].[CH2:14]([NH2:21])[C:15]1[CH:20]=[CH:19][CH:18]=[CH:17][CH:16]=1. Product: [CH2:14]([NH:21][S:2]([C:5]1[CH:6]=[C:7]([CH:11]=[CH:12][CH:13]=1)[C:8]([OH:10])=[O:9])(=[O:4])=[O:3])[C:15]1[CH:20]=[CH:19][CH:18]=[CH:17][CH:16]=1. The catalyst class is: 2. (3) Reactant: [CH:1]1[C:13]2[NH:12][C:11]3[C:6](=[CH:7][CH:8]=[CH:9][CH:10]=3)[C:5]=2[CH:4]=[CH:3][CH:2]=1.Cl[C:15]1[CH:20]=[CH:19][CH:18]=[C:17](Cl)[N:16]=1.[H-].[Na+].O. Product: [CH:10]1[C:11]2[N:12]([C:15]3[CH:20]=[CH:19][CH:18]=[C:17]([N:12]4[C:13]5[CH:1]=[CH:2][CH:3]=[CH:4][C:5]=5[C:6]5[C:11]4=[CH:10][CH:9]=[CH:8][CH:7]=5)[N:16]=3)[C:13]3[C:5](=[CH:4][CH:3]=[CH:2][CH:1]=3)[C:6]=2[CH:7]=[CH:8][CH:9]=1. The catalyst class is: 3. (4) The catalyst class is: 32. Reactant: Br[C:2]1[CH:7]=[N:6][C:5]([CH2:8][CH3:9])=[CH:4][N:3]=1.[OH:10][CH:11]1[CH2:16][CH2:15][NH:14][CH2:13][CH2:12]1. Product: [CH2:8]([C:5]1[N:6]=[CH:7][C:2]([N:14]2[CH2:15][CH2:16][CH:11]([OH:10])[CH2:12][CH2:13]2)=[N:3][CH:4]=1)[CH3:9]. (5) Reactant: [OH:1][B:2]1[C:6]2[CH:7]=[C:8]([O:12][C:13]3[CH:18]=[N:17][CH:16]=[CH:15][N:14]=3)[CH:9]=[C:10]([OH:11])[C:5]=2[CH:4]([CH2:19][C:20]([O:22]CC)=[O:21])[O:3]1.[OH-].[Li+].Cl. Product: [OH:1][B:2]1[C:6]2[CH:7]=[C:8]([O:12][C:13]3[CH:18]=[N:17][CH:16]=[CH:15][N:14]=3)[CH:9]=[C:10]([OH:11])[C:5]=2[CH:4]([CH2:19][C:20]([OH:22])=[O:21])[O:3]1. The catalyst class is: 88. (6) Reactant: C1(C)C=CC(S(O)(=O)=O)=CC=1.[I:12][C:13]1[CH:14]=[N:15][N:16]([CH2:18][C:19]([CH3:23])([CH3:22])[CH2:20][OH:21])[CH:17]=1.[O:24]1[CH:29]=[CH:28][CH2:27][CH2:26][CH2:25]1. Product: [CH3:22][C:19]([CH3:23])([CH2:20][O:21][CH:25]1[CH2:26][CH2:27][CH2:28][CH2:29][O:24]1)[CH2:18][N:16]1[CH:17]=[C:13]([I:12])[CH:14]=[N:15]1. The catalyst class is: 91. (7) Reactant: Br[C:2]1[CH:3]=[C:4]([NH:10][C:11]2[S:12][C:13](CC)=[N:14][N:15]=2)[C:5](=[O:9])[N:6]([CH3:8])[CH:7]=1.[C:18]([O:21][CH2:22][C:23]1[C:24]([N:38]2[CH2:49][CH2:48][N:47]3[C:40](=[CH:41][C:42]4[CH2:43][C:44]([CH3:51])([CH3:50])[CH2:45][C:46]=43)[C:39]2=[O:52])=[N:25][CH:26]=[CH:27][C:28]=1B1OC(C)(C)C(C)(C)O1)(=[O:20])[CH3:19].[O-]P([O-])([O-])=O.[K+].[K+].[K+].[CH3:61][C:62](O[Na])=O. Product: [C:18]([O:21][CH2:22][C:23]1[C:24]([N:38]2[CH2:49][CH2:48][N:47]3[C:40](=[CH:41][C:42]4[CH2:43][C:44]([CH3:50])([CH3:51])[CH2:45][C:46]=43)[C:39]2=[O:52])=[N:25][CH:26]=[CH:27][C:28]=1[C:2]1[CH:3]=[C:4]([NH:10][C:11]2[SH:12]([CH2:61][CH3:62])[CH:13]=[N:14][N:15]=2)[C:5](=[O:9])[N:6]([CH3:8])[CH:7]=1)(=[O:20])[CH3:19]. The catalyst class is: 379.